From a dataset of Forward reaction prediction with 1.9M reactions from USPTO patents (1976-2016). Predict the product of the given reaction. Given the reactants [CH2:1]([O:8][C:9]([C:11]1[C:19]2[C:14](=[CH:15][CH:16]=[CH:17][CH:18]=2)[NH:13][CH:12]=1)=[O:10])[C:2]1[CH:7]=[CH:6][CH:5]=[CH:4][CH:3]=1.[H-].[Na+].Cl[C:23]([O:25][C:26]1[CH:31]=[CH:30][C:29]([N+:32]([O-:34])=[O:33])=[CH:28][CH:27]=1)=[O:24].O, predict the reaction product. The product is: [N+:32]([C:29]1[CH:28]=[CH:27][C:26]([O:25][C:23]([N:13]2[C:14]3[C:19](=[CH:18][CH:17]=[CH:16][CH:15]=3)[C:11]([C:9]([O:8][CH2:1][C:2]3[CH:7]=[CH:6][CH:5]=[CH:4][CH:3]=3)=[O:10])=[CH:12]2)=[O:24])=[CH:31][CH:30]=1)([O-:34])=[O:33].